From a dataset of Reaction yield outcomes from USPTO patents with 853,638 reactions. Predict the reaction yield, written as a fraction of the theoretical maximum amount of product (1.0 means a 100% yield; for example, 0.34 means a 34% yield). (1) The reactants are [CH2:1]([C@@H:3]1[N:12]([S:13]([C:16]2[CH:21]=[CH:20][C:19]([O:22]C)=[CH:18][CH:17]=2)(=[O:15])=[O:14])[C:11]2[C:6](=[CH:7][C:8]([F:24])=[CH:9][CH:10]=2)[N:5]([CH3:25])[C:4]1=[O:26])[CH3:2].B(Cl)(Cl)Cl. The catalyst is [I-].C([N+](CCCC)(CCCC)CCCC)CCC.C(Cl)Cl. The product is [CH2:1]([C@@H:3]1[N:12]([S:13]([C:16]2[CH:21]=[CH:20][C:19]([OH:22])=[CH:18][CH:17]=2)(=[O:14])=[O:15])[C:11]2[C:6](=[CH:7][C:8]([F:24])=[CH:9][CH:10]=2)[N:5]([CH3:25])[C:4]1=[O:26])[CH3:2]. The yield is 0.780. (2) The reactants are [Cl:1][C:2]1[N:3]=[N:4][C:5](Cl)=[CH:6][C:7]=1[C:8]1[CH:13]=[CH:12][CH:11]=[CH:10][CH:9]=1.[N:15]1[CH:20]=[CH:19][CH:18]=[N:17][C:16]=1[N:21]1[CH2:26][CH2:25][NH:24][CH2:23][CH2:22]1. No catalyst specified. The product is [Cl:1][C:2]1[N:3]=[N:4][C:5]([N:24]2[CH2:25][CH2:26][N:21]([C:16]3[N:15]=[CH:20][CH:19]=[CH:18][N:17]=3)[CH2:22][CH2:23]2)=[CH:6][C:7]=1[C:8]1[CH:13]=[CH:12][CH:11]=[CH:10][CH:9]=1. The yield is 0.860.